Predict the reaction yield, written as a fraction of the theoretical maximum amount of product (1.0 means a 100% yield; for example, 0.34 means a 34% yield). From a dataset of Reaction yield outcomes from USPTO patents with 853,638 reactions. (1) The yield is 0.810. The reactants are C([O:3][C:4]([C:6]1[CH:7]=[CH:8][C:9]2[S:13][C:12]([C:14]3[C:15]([CH3:20])=[N:16][NH:17][C:18]=3[NH2:19])=[N:11][C:10]=2[CH:21]=1)=O)C.[H-].[Al+3].[Li+].[H-].[H-].[H-].O.O.O.O.O.O.O.O.O.S([O-])([O-])(=O)=O.[Na+].[Na+]. The catalyst is C1COCC1. The product is [NH2:19][C:18]1[NH:17][N:16]=[C:15]([CH3:20])[C:14]=1[C:12]1[S:13][C:9]2[CH:8]=[CH:7][C:6]([CH2:4][OH:3])=[CH:21][C:10]=2[N:11]=1. (2) The reactants are [NH2:1][CH2:2][CH2:3][C@H:4]([N:6]1[CH2:11][CH2:10][CH:9]([N:12]([C:20]2[CH:25]=[CH:24][C:23]([O:26][CH3:27])=[CH:22][CH:21]=2)[CH2:13][C:14]2[CH:15]=[N:16][CH:17]=[CH:18][CH:19]=2)[CH2:8][CH2:7]1)[CH3:5].[Cl:28][C:29]1[CH:37]=[C:36]([CH3:38])[C:32]([C:33](O)=[O:34])=[C:31]([CH3:39])[N:30]=1.C1C=CC2N(O)N=NC=2C=1.CCN(C(C)C)C(C)C.CCN=C=NCCCN(C)C. The catalyst is C(Cl)Cl. The product is [Cl:28][C:29]1[CH:37]=[C:36]([CH3:38])[C:32]([C:33]([NH:1][CH2:2][CH2:3][C@H:4]([N:6]2[CH2:11][CH2:10][CH:9]([N:12]([C:20]3[CH:21]=[CH:22][C:23]([O:26][CH3:27])=[CH:24][CH:25]=3)[CH2:13][C:14]3[CH:15]=[N:16][CH:17]=[CH:18][CH:19]=3)[CH2:8][CH2:7]2)[CH3:5])=[O:34])=[C:31]([CH3:39])[N:30]=1. The yield is 0.770.